Dataset: Catalyst prediction with 721,799 reactions and 888 catalyst types from USPTO. Task: Predict which catalyst facilitates the given reaction. Reactant: [CH3:1][C:2]1[CH:11]=[C:10]2[C:5]([NH:6][C:7](=[O:21])[C:8]3[N:9]2[C:12]([CH:15]2[CH2:20][CH2:19][CH2:18][O:17][CH2:16]2)=[N:13][CH:14]=3)=[CH:4][C:3]=1[C:22](O)=[O:23].[CH3:25][O:26][C:27]1[CH:28]=[C:29]2[CH2:35][CH2:34][NH:33][C:30]2=[CH:31][N:32]=1.C(N(CC)C(C)C)(C)C.CN(C(ON1N=NC2C=CC=CC1=2)=[N+](C)C)C.[B-](F)(F)(F)F. Product: [CH3:25][O:26][C:27]1[CH:28]=[C:29]2[CH2:35][CH2:34][N:33]([C:22]([C:3]3[CH:4]=[C:5]4[C:10](=[CH:11][C:2]=3[CH3:1])[N:9]3[C:12]([CH:15]5[CH2:20][CH2:19][CH2:18][O:17][CH2:16]5)=[N:13][CH:14]=[C:8]3[C:7](=[O:21])[NH:6]4)=[O:23])[C:30]2=[CH:31][N:32]=1. The catalyst class is: 145.